This data is from Full USPTO retrosynthesis dataset with 1.9M reactions from patents (1976-2016). The task is: Predict the reactants needed to synthesize the given product. (1) Given the product [C:1]([NH:5][C:6](=[O:35])[C:7]1[CH:12]=[CH:11][CH:10]=[C:9]([O:13][C:14]2[CH:19]=[CH:18][C:17]([NH:20][C:21]3[C:31]4[CH:30]=[C:29]([CH2:32][N:36]5[CH2:41][CH2:40][O:39][CH2:38][CH2:37]5)[CH2:28][CH2:27][NH:26][C:25]=4[N:24]=[CH:23][N:22]=3)=[CH:16][C:15]=2[Cl:34])[CH:8]=1)([CH3:4])([CH3:2])[CH3:3], predict the reactants needed to synthesize it. The reactants are: [C:1]([NH:5][C:6](=[O:35])[C:7]1[CH:12]=[CH:11][CH:10]=[C:9]([O:13][C:14]2[CH:19]=[CH:18][C:17]([NH:20][C:21]3[C:31]4[CH:30]=[C:29]([CH:32]=O)[CH2:28][CH2:27][NH:26][C:25]=4[N:24]=[CH:23][N:22]=3)=[CH:16][C:15]=2[Cl:34])[CH:8]=1)([CH3:4])([CH3:3])[CH3:2].[NH:36]1[CH2:41][CH2:40][O:39][CH2:38][CH2:37]1.C(O[BH-](OC(=O)C)OC(=O)C)(=O)C.[Na+]. (2) Given the product [O:68]1[C:19]2[CH:18]=[CH:17][CH:16]=[CH:13][C:12]=2[N:11]=[C:10]1[N:14]([C:2]1[CH:7]=[CH:6][CH:5]=[CH:4][N:3]=1)[CH2:15][CH2:26][CH2:27][CH2:22][CH2:21][CH2:47][C:42]([O:41][CH2:23][CH3:24])=[O:63], predict the reactants needed to synthesize it. The reactants are: Br[C:2]1[CH:7]=[CH:6][C:5](F)=[CH:4][N:3]=1.N[C:10]1[N:14]([CH3:15])[C:13]2[CH:16]=[CH:17][CH:18]=[CH:19][C:12]=2[N:11]=1.C[C:21]1(C)[C:47]2[C:42](=C(P(C3C=CC=CC=3)C3C=CC=CC=3)C=CC=2)[O:41][C:23]2[C:24](P(C3C=CC=CC=3)C3C=CC=CC=3)=C[CH:26]=[CH:27][C:22]1=2.C([O-])([O-])=[O:63].[Cs+].[Cs+].[OH2:68]. (3) Given the product [O:33]=[C:19]1[CH2:18][C:17]([C:13]2[CH:12]=[C:11]([C:9]3[N:10]=[C:6]([C:4]([NH2:34])=[O:3])[S:7][CH:8]=3)[CH:16]=[CH:15][CH:14]=2)=[N:23][C:22]2[CH:24]=[CH:25][C:26]([N:28]3[CH:32]=[CH:31][CH:30]=[CH:29]3)=[CH:27][C:21]=2[NH:20]1, predict the reactants needed to synthesize it. The reactants are: C([O:3][C:4]([C:6]1[S:7][CH:8]=[C:9]([C:11]2[CH:16]=[CH:15][CH:14]=[C:13]([C:17]3[CH2:18][C:19](=[O:33])[NH:20][C:21]4[CH:27]=[C:26]([N:28]5[CH:32]=[CH:31][CH:30]=[CH:29]5)[CH:25]=[CH:24][C:22]=4[N:23]=3)[CH:12]=2)[N:10]=1)=O)C.[NH3:34]. (4) Given the product [Si:1]([O:8][C@@H:9]1[C@@:26]2([CH3:27])[C:13](=[CH:14][CH:15]=[C:16]3[C@@H:25]2[CH2:24][CH2:23][C@@:21]2([CH3:22])[C@H:17]3[CH2:18][CH:19]=[C:20]2[CH2:28][O:29][CH2:56][CH2:57][CH2:58][C:59]([O:61][Si:62]([CH2:67][CH3:68])([CH2:63][CH3:64])[CH2:65][CH3:66])([CH3:60])[CH3:69])[CH2:12][C@@H:11]([O:30][Si:31]([C:34]([CH3:37])([CH3:36])[CH3:35])([CH3:32])[CH3:33])[CH2:10]1)([C:4]([CH3:7])([CH3:6])[CH3:5])([CH3:3])[CH3:2], predict the reactants needed to synthesize it. The reactants are: [Si:1]([O:8][C@@H:9]1[C@@:26]2([CH3:27])[C:13](=[CH:14][CH:15]=[C:16]3[C@@H:25]2[CH2:24][CH2:23][C@@:21]2([CH3:22])[C@H:17]3[CH2:18][CH:19]=[C:20]2[CH2:28][OH:29])[CH2:12][C@@H:11]([O:30][Si:31]([C:34]([CH3:37])([CH3:36])[CH3:35])([CH3:33])[CH3:32])[CH2:10]1)([C:4]([CH3:7])([CH3:6])[CH3:5])([CH3:3])[CH3:2].[H-].[Na+].C1OCCOCCOCCOCCOC1.Br[CH2:56][CH2:57][CH2:58][C:59]([CH3:69])([O:61][Si:62]([CH2:67][CH3:68])([CH2:65][CH3:66])[CH2:63][CH3:64])[CH3:60]. (5) Given the product [C:1]12([CH2:11][O:12][C:21]3[C:20]([Cl:19])=[CH:32][C:24]([C:25]([NH:27][S:28]([CH3:31])(=[O:30])=[O:29])=[O:26])=[C:23]([F:33])[CH:22]=3)[CH2:8][CH:7]3[CH2:6][CH:5]([CH2:4][CH:3]([CH2:9]3)[CH2:2]1)[CH2:10]2, predict the reactants needed to synthesize it. The reactants are: [C:1]12([CH2:11][OH:12])[CH2:10][CH:5]3[CH2:6][CH:7]([CH2:9][CH:3]([CH2:4]3)[CH2:2]1)[CH2:8]2.CC(C)([O-])C.[K+].[Cl:19][C:20]1[C:21](F)=[CH:22][C:23]([F:33])=[C:24]([CH:32]=1)[C:25]([NH:27][S:28]([CH3:31])(=[O:30])=[O:29])=[O:26]. (6) Given the product [CH2:25]([N:5]1[C:6](=[O:9])[CH2:7][CH2:8][C:2]([CH3:17])([CH3:1])[C:3]2[CH:13]=[C:12]([N+:14]([O-:16])=[O:15])[CH:11]=[CH:10][C:4]1=2)[CH3:26], predict the reactants needed to synthesize it. The reactants are: [CH3:1][C:2]1([CH3:17])[CH2:8][CH2:7][C:6](=[O:9])[NH:5][C:4]2[CH:10]=[CH:11][C:12]([N+:14]([O-:16])=[O:15])=[CH:13][C:3]1=2.C(=O)([O-])[O-].[Cs+].[Cs+].I[CH2:25][CH3:26]. (7) The reactants are: [Cl:1][C:2]1[CH:7]=[CH:6][C:5]([CH:8]([C:40]2[CH:45]=[CH:44][C:43]([Cl:46])=[CH:42][CH:41]=2)[C:9]2[CH:10]=[C:11]3[C:16](=[CH:17][CH:18]=2)[N:15]=[CH:14][N:13]=[C:12]3[NH:19][CH:20]2[CH2:25][CH2:24][N:23]([S:26]([C:29]3[CH:38]=[CH:37][C:32]([C:33]([O:35]C)=[O:34])=[C:31]([Cl:39])[CH:30]=3)(=[O:28])=[O:27])[CH2:22][CH2:21]2)=[CH:4][CH:3]=1.[OH-].[Na+].Cl. Given the product [Cl:1][C:2]1[CH:7]=[CH:6][C:5]([CH:8]([C:40]2[CH:41]=[CH:42][C:43]([Cl:46])=[CH:44][CH:45]=2)[C:9]2[CH:10]=[C:11]3[C:16](=[CH:17][CH:18]=2)[N:15]=[CH:14][N:13]=[C:12]3[NH:19][CH:20]2[CH2:25][CH2:24][N:23]([S:26]([C:29]3[CH:38]=[CH:37][C:32]([C:33]([OH:35])=[O:34])=[C:31]([Cl:39])[CH:30]=3)(=[O:28])=[O:27])[CH2:22][CH2:21]2)=[CH:4][CH:3]=1, predict the reactants needed to synthesize it. (8) Given the product [NH:1]1[C:5]2[CH:6]=[CH:7][CH:8]=[CH:9][C:4]=2[N:3]=[C:2]1[C:10]([C:12]1[CH:17]=[CH:16][C:15]([O:18][C:19]2[C:24]([C:36]3[CH2:37][O:38][CH2:39][CH2:34][CH:35]=3)=[N:23][CH:22]=[CH:21][N:20]=2)=[CH:14][CH:13]=1)=[O:11], predict the reactants needed to synthesize it. The reactants are: [NH:1]1[C:5]2[CH:6]=[CH:7][CH:8]=[CH:9][C:4]=2[N:3]=[C:2]1[C:10]([C:12]1[CH:17]=[CH:16][C:15]([O:18][C:19]2[C:24](Cl)=[N:23][CH:22]=[CH:21][N:20]=2)=[CH:14][CH:13]=1)=[O:11].CC1(C)C(C)(C)OB([C:34]2[CH2:35][CH2:36][CH2:37][O:38][CH:39]=2)O1.C([O-])(=O)C.[K+].O. (9) The reactants are: [CH:1]1([C:5]2[C:14]([C:15](=O)[CH2:16][C:17](=O)[CH2:18][CH3:19])=[CH:13][C:8]([C:9]([O:11][CH3:12])=[O:10])=[C:7]([CH3:22])[CH:6]=2)[CH2:4][CH2:3][CH2:2]1.[NH2:23][NH2:24].O. Given the product [CH:1]1([C:5]2[C:14]([C:15]3[CH:16]=[C:17]([CH2:18][CH3:19])[NH:24][N:23]=3)=[CH:13][C:8]([C:9]([O:11][CH3:12])=[O:10])=[C:7]([CH3:22])[CH:6]=2)[CH2:4][CH2:3][CH2:2]1, predict the reactants needed to synthesize it. (10) Given the product [CH2:1]([C:3]1[CH:57]=[CH:56][C:6]([CH2:7][C:8]2[C:16]3[C:11](=[CH:12][CH:13]=[C:14]([C@@H:17]4[O:46][C@H:45]([CH2:47][OH:48])[C@@H:36]([OH:37])[C@H:27]([OH:28])[C@H:18]4[OH:19])[CH:15]=3)[NH:10][CH:9]=2)=[CH:5][CH:4]=1)[CH3:2], predict the reactants needed to synthesize it. The reactants are: [CH2:1]([C:3]1[CH:57]=[CH:56][C:6]([CH2:7][C:8]2[C:16]3[C:11](=[CH:12][CH:13]=[C:14]([C@@H:17]4[O:46][C@H:45]([CH2:47][O:48]CC5C=CC=CC=5)[C@@H:36]([O:37]CC5C=CC=CC=5)[C@H:27]([O:28]CC5C=CC=CC=5)[C@H:18]4[O:19]CC4C=CC=CC=4)[CH:15]=3)[NH:10][CH:9]=2)=[CH:5][CH:4]=1)[CH3:2].[OH-].[Na+].